Dataset: Full USPTO retrosynthesis dataset with 1.9M reactions from patents (1976-2016). Task: Predict the reactants needed to synthesize the given product. (1) Given the product [F:19][C:20]1[CH:25]=[CH:24][CH:23]=[CH:22][C:21]=1[N:26]1[CH2:31][CH2:30][N:29]([CH2:17][CH2:16][CH2:15][C:9]2[CH:10]=[C:11]([CH2:12][CH2:13][CH3:14])[N:7]([C:1]3[CH:6]=[CH:5][CH:4]=[CH:3][CH:2]=3)[N:8]=2)[CH2:28][CH2:27]1, predict the reactants needed to synthesize it. The reactants are: [C:1]1([N:7]2[C:11]([CH2:12][CH2:13][CH3:14])=[CH:10][C:9]([CH2:15][CH2:16][CH:17]=O)=[N:8]2)[CH:6]=[CH:5][CH:4]=[CH:3][CH:2]=1.[F:19][C:20]1[CH:25]=[CH:24][CH:23]=[CH:22][C:21]=1[N:26]1[CH2:31][CH2:30][NH:29][CH2:28][CH2:27]1.CCN(C(C)C)C(C)C.[BH-](OC(C)=O)(OC(C)=O)OC(C)=O.[Na+]. (2) Given the product [N+:1]([C:4]1[CH:5]=[C:6]([C:10]2[CH:11]=[CH:12][CH:13]=[CH:14][CH:15]=2)[CH:7]=[CH:8][C:9]=1[CH:21]=[O:23])([O-:3])=[O:2], predict the reactants needed to synthesize it. The reactants are: [N+:1]([C:4]1[CH:5]=[C:6]([C:10]2[CH:15]=[CH:14][CH:13]=[CH:12][CH:11]=2)[CH:7]=[CH:8][CH:9]=1)([O-:3])=[O:2].C(Cl)(Cl)Cl.C[C:21](C)([O-:23])C.[K+].C(=O)(O)[O-].[Na+]. (3) Given the product [F:25][C:10]([F:9])([F:24])[C:11]1[CH:12]=[CH:13][C:14]([N:17]2[CH2:22][CH2:21][C:20]3([O:23][CH2:2]3)[CH2:19][CH2:18]2)=[CH:15][CH:16]=1, predict the reactants needed to synthesize it. The reactants are: [I-].[CH3:2][S+](C)(C)=O.[H-].[Na+].[F:9][C:10]([F:25])([F:24])[C:11]1[CH:16]=[CH:15][C:14]([N:17]2[CH2:22][CH2:21][C:20](=[O:23])[CH2:19][CH2:18]2)=[CH:13][CH:12]=1. (4) Given the product [CH2:7]([NH:6][C:3]([CH3:5])([CH3:4])[CH2:2][OH:1])[C:8]1[CH:13]=[CH:12][CH:11]=[CH:10][CH:9]=1, predict the reactants needed to synthesize it. The reactants are: [OH:1][CH2:2][C:3]([NH:6][C:7](=O)[C:8]1[CH:13]=[CH:12][CH:11]=[CH:10][CH:9]=1)([CH3:5])[CH3:4].[H-].[Al+3].[Li+].[H-].[H-].[H-].O.[OH-].[Na+]. (5) The reactants are: Cl.Cl.[Cl:3][C:4]1[CH:5]=[C:6](/[CH:16]=[CH:17]/[C:18]([O:20][CH2:21][CH3:22])=[O:19])[CH:7]=[N:8][C:9]=1[NH:10][C@@H:11]1[CH2:15][CH2:14][NH:13][CH2:12]1.Br[CH2:24][CH:25]1[CH2:28][CH2:27][CH2:26]1.C(N(CC)C(C)C)(C)C.CCOC(C)=O. Given the product [Cl:3][C:4]1[CH:5]=[C:6](/[CH:16]=[CH:17]/[C:18]([O:20][CH2:21][CH3:22])=[O:19])[CH:7]=[N:8][C:9]=1[NH:10][C@@H:11]1[CH2:15][CH2:14][N:13]([CH2:24][CH:25]2[CH2:28][CH2:27][CH2:26]2)[CH2:12]1, predict the reactants needed to synthesize it.